From a dataset of Full USPTO retrosynthesis dataset with 1.9M reactions from patents (1976-2016). Predict the reactants needed to synthesize the given product. (1) The reactants are: [F:1][C:2]1[CH:3]=[C:4]([CH:42]=[C:43]([F:45])[CH:44]=1)[C:5]([C:7]1[CH:8]=[C:9]2[C:13](=[CH:14][CH:15]=1)[N:12]([C:16]([C:29]1[CH:34]=[CH:33][CH:32]=[CH:31][CH:30]=1)([C:23]1[CH:28]=[CH:27][CH:26]=[CH:25][CH:24]=1)[C:17]1[CH:22]=[CH:21][CH:20]=[CH:19][CH:18]=1)[N:11]=[C:10]2[NH:35]C(=O)C(F)(F)F)=[O:6].C(O)(C)C.O1CCCC1. Given the product [NH2:35][C:10]1[C:9]2[C:13](=[CH:14][CH:15]=[C:7]([C:5]([C:4]3[CH:42]=[C:43]([F:45])[CH:44]=[C:2]([F:1])[CH:3]=3)=[O:6])[CH:8]=2)[N:12]([C:16]([C:23]2[CH:24]=[CH:25][CH:26]=[CH:27][CH:28]=2)([C:29]2[CH:30]=[CH:31][CH:32]=[CH:33][CH:34]=2)[C:17]2[CH:22]=[CH:21][CH:20]=[CH:19][CH:18]=2)[N:11]=1, predict the reactants needed to synthesize it. (2) Given the product [OH:8][C:7]1[CH:2]=[CH:3][C:4]([CH:9]=[CH:10][C:11]([OH:13])=[O:12])=[CH:5][C:6]=1[C:25]1[C:24]([O:23][CH2:22][C:21]2[CH:41]=[CH:42][C:18]([O:17][CH3:16])=[CH:19][CH:20]=2)=[CH:33][C:32]2[C:31]([CH3:35])([CH3:34])[CH2:30][CH2:29][C:28]([CH3:37])([CH3:36])[C:27]=2[CH:26]=1, predict the reactants needed to synthesize it. The reactants are: Br[C:2]1[CH:3]=[C:4]([CH:9]=[CH:10][C:11]([O:13]CC)=[O:12])[CH:5]=[CH:6][C:7]=1[OH:8].[CH3:16][O:17][C:18]1[CH:42]=[CH:41][C:21]([CH2:22][O:23][C:24]2[C:25](B(O)O)=[CH:26][C:27]3[C:28]([CH3:37])([CH3:36])[CH2:29][CH2:30][C:31]([CH3:35])([CH3:34])[C:32]=3[CH:33]=2)=[CH:20][CH:19]=1. (3) Given the product [CH3:30][O:31][CH2:32][CH:33]([NH:35][C:36]([C:38]1[CH:39]=[C:40]([C:45]2[CH:46]=[CH:47][C:48]([CH3:51])=[CH:49][CH:50]=2)[CH:41]=[C:42]([C:2]2[NH:1][CH:5]=[CH:4][N:3]=2)[CH:43]=1)=[O:37])[CH3:34], predict the reactants needed to synthesize it. The reactants are: [NH:1]1[CH:5]=[CH:4][N:3]=[CH:2]1.CN(C=O)C.C1C=CC(P(C2C=CC=CC=2)C2C=CC=CC=2)=CC=1.[CH3:30][O:31][CH2:32][CH:33]([NH:35][C:36]([C:38]1[CH:39]=[C:40]([C:45]2[CH:50]=[CH:49][C:48]([CH3:51])=[CH:47][CH:46]=2)[CH:41]=[C:42](I)[CH:43]=1)=[O:37])[CH3:34]. (4) Given the product [Cl:12][C:8]1[CH:9]=[CH:10][CH:11]=[C:6]([O:5][S:2]([CH3:1])(=[O:4])=[O:3])[C:7]=1[CH:13]1[O:17][N:16]=[C:15]([C:18]2[N:23]=[C:22]([C:25]3([C:43]([O:45][CH3:46])=[O:44])[CH2:26][CH2:27][N:28]([C:31](=[O:42])[NH:32][C:33]4[N:37]([CH3:38])[N:36]=[C:35]([CH:39]([F:41])[F:40])[CH:34]=4)[CH2:29][CH2:30]3)[S:24][CH:19]=2)[CH2:14]1, predict the reactants needed to synthesize it. The reactants are: [CH3:1][S:2]([O:5][C:6]1[CH:11]=[CH:10][CH:9]=[C:8]([Cl:12])[C:7]=1[CH:13]1[O:17][N:16]=[C:15]([C:18](=O)[CH2:19]Br)[CH2:14]1)(=[O:4])=[O:3].[C:22]([C:25]1([C:43]([O:45][CH3:46])=[O:44])[CH2:30][CH2:29][N:28]([C:31](=[O:42])[NH:32][C:33]2[N:37]([CH3:38])[N:36]=[C:35]([CH:39]([F:41])[F:40])[CH:34]=2)[CH2:27][CH2:26]1)(=[S:24])[NH2:23].O. (5) Given the product [C:1]([C:5]1[O:6][C:7]2[C:13]([C:14]([OH:16])=[O:15])=[CH:12][CH:11]=[CH:10][C:8]=2[N:9]=1)([CH3:4])([CH3:2])[CH3:3], predict the reactants needed to synthesize it. The reactants are: [C:1]([C:5]1[O:6][C:7]2[C:13]([C:14]([O:16]C)=[O:15])=[CH:12][CH:11]=[CH:10][C:8]=2[N:9]=1)([CH3:4])([CH3:3])[CH3:2].O.[OH-].[Li+].Cl.